Dataset: Forward reaction prediction with 1.9M reactions from USPTO patents (1976-2016). Task: Predict the product of the given reaction. (1) Given the reactants [NH2:1][CH2:2][CH2:3][CH2:4][C:5]1[CH:6]=[C:7]([CH:18]=[CH:19][CH:20]=1)[CH2:8][CH2:9][C:10]([OH:17])([CH2:14][CH2:15][CH3:16])[CH2:11][CH2:12][CH3:13].N1([CH:26]([NH:31][C:32](=[O:38])[O:33][C:34]([CH3:37])([CH3:36])[CH3:35])[NH:27][C:28](=[O:30])[O-:29])C=CC=N1, predict the reaction product. The product is: [C:34]([O:33][C:32]([NH:31][C:26](=[N:27][C:28](=[O:30])[O:29][C:5]([CH3:6])([CH3:20])[CH3:4])[NH:1][CH2:2][CH2:3][CH2:4][C:5]1[CH:20]=[CH:19][CH:18]=[C:7]([CH2:8][CH2:9][C:10]([OH:17])([CH2:11][CH2:12][CH3:13])[CH2:14][CH2:15][CH3:16])[CH:6]=1)=[O:38])([CH3:35])([CH3:36])[CH3:37]. (2) Given the reactants [H-].[Al+3].[Li+].[H-].[H-].[H-].[N:7]([CH2:10][CH2:11][C:12]#[C:13][Si:14]([CH3:17])([CH3:16])[CH3:15])=[N+]=[N-], predict the reaction product. The product is: [CH3:15][Si:14]([CH3:17])([CH3:16])[C:13]#[C:12][CH2:11][CH2:10][NH2:7]. (3) Given the reactants [OH:1][CH:2]1[CH2:20][CH:19]2[N:4]([C:5](=[O:39])[CH:6]([NH:31][C:32]([O:34][C:35]([CH3:38])([CH3:37])[CH3:36])=[O:33])[CH2:7][CH2:8][CH2:9][O:10][CH2:11][CH:12]=[CH:13][CH:14]3[C:16]([C:22]([NH:24][S:25]([CH:28]4[CH2:30][CH2:29]4)(=[O:27])=[O:26])=[O:23])([NH:17][C:18]2=[O:21])[CH2:15]3)[CH2:3]1.[C:40]1([C:49]2[CH:54]=[CH:53][CH:52]=[CH:51][CH:50]=2)[CH:45]=[CH:44][C:43]([C:46](Cl)=[O:47])=[CH:42][CH:41]=1, predict the reaction product. The product is: [C:40]1([C:49]2[CH:50]=[CH:51][CH:52]=[CH:53][CH:54]=2)[CH:41]=[CH:42][C:43]([C:46]([O:1][CH:2]2[CH2:20][CH:19]3[N:4]([C:5](=[O:39])[CH:6]([NH:31][C:32]([O:34][C:35]([CH3:36])([CH3:38])[CH3:37])=[O:33])[CH2:7][CH2:8][CH2:9][O:10][CH2:11][CH:12]=[CH:13][CH:14]4[C:16]([C:22]([NH:24][S:25]([CH:28]5[CH2:29][CH2:30]5)(=[O:26])=[O:27])=[O:23])([NH:17][C:18]3=[O:21])[CH2:15]4)[CH2:3]2)=[O:47])=[CH:44][CH:45]=1. (4) Given the reactants [C:1]([O:5][C:6](=[O:35])[NH:7][CH:8]1[CH:25]([N:26]([C:31](=[O:34])[CH:32]=C)[CH2:27][CH2:28][CH:29]=C)[CH2:24][N:11]2[CH2:12][CH2:13][C:14]3[C:19]([CH:10]2[CH2:9]1)=[CH:18][C:17]([O:20][CH3:21])=[C:16]([O:22][CH3:23])[CH:15]=3)([CH3:4])([CH3:3])[CH3:2].[Cl:36][CH2:37][Cl:38], predict the reaction product. The product is: [CH2:37]([Cl:38])[Cl:36].[CH3:1][OH:5].[NH4+:7].[OH-:5].[C:1]([O:5][C:6](=[O:35])[NH:7][CH:8]1[CH:25]([N:26]2[C:31](=[O:34])[CH:32]=[CH:29][CH2:28][CH2:27]2)[CH2:24][N:11]2[CH2:12][CH2:13][C:14]3[C:19]([CH:10]2[CH2:9]1)=[CH:18][C:17]([O:20][CH3:21])=[C:16]([O:22][CH3:23])[CH:15]=3)([CH3:3])([CH3:2])[CH3:4]. (5) Given the reactants [Br:1][C:2]1[CH:3]=[CH:4][C:5]([Cl:21])=[C:6]([CH:8]([C:10]2[S:11][C:12]([C:15]3[CH:20]=[CH:19][CH:18]=[CH:17][N:16]=3)=[CH:13][CH:14]=2)O)[CH:7]=1.[BH4-].[Na+], predict the reaction product. The product is: [Br:1][C:2]1[CH:3]=[CH:4][C:5]([Cl:21])=[C:6]([CH2:8][C:10]2[S:11][C:12]([C:15]3[CH:20]=[CH:19][CH:18]=[CH:17][N:16]=3)=[CH:13][CH:14]=2)[CH:7]=1. (6) Given the reactants [CH:1]1([CH2:4][O:5][C:6]2[CH:11]=[C:10]([O:12][CH3:13])[C:9]([F:14])=[CH:8][C:7]=2[C:15]2[C:16]3[N:23]([CH2:24][O:25][CH2:26][CH2:27][Si:28]([CH3:31])([CH3:30])[CH3:29])[C:22]([CH3:32])=[C:21]([C:33](O)=[O:34])[C:17]=3[N:18]=[CH:19][N:20]=2)[CH2:3][CH2:2]1.[NH2:36][CH:37]1[CH2:42][CH2:41][N:40]([C:43]([O:45][C:46]([CH3:49])([CH3:48])[CH3:47])=[O:44])[CH2:39][CH2:38]1, predict the reaction product. The product is: [CH:1]1([CH2:4][O:5][C:6]2[CH:11]=[C:10]([O:12][CH3:13])[C:9]([F:14])=[CH:8][C:7]=2[C:15]2[C:16]3[N:23]([CH2:24][O:25][CH2:26][CH2:27][Si:28]([CH3:30])([CH3:29])[CH3:31])[C:22]([CH3:32])=[C:21]([C:33]([NH:36][CH:37]4[CH2:38][CH2:39][N:40]([C:43]([O:45][C:46]([CH3:49])([CH3:48])[CH3:47])=[O:44])[CH2:41][CH2:42]4)=[O:34])[C:17]=3[N:18]=[CH:19][N:20]=2)[CH2:2][CH2:3]1. (7) The product is: [NH2:1][C:2]1[C:6]([C:7]([O:9][CH2:10][CH3:11])=[O:8])=[C:5]([Br:12])[NH:4][N:3]=1. Given the reactants [NH2:1][C:2]1[C:6]([C:7]([O:9][CH2:10][CH3:11])=[O:8])=[CH:5][NH:4][N:3]=1.[Br:12]N1C(=O)CCC1=O, predict the reaction product. (8) Given the reactants Cl[C:2]1[N:10]=[C:9]2[C:5]([N:6]=[CH:7][N:8]2[CH:11]2[CH2:16][CH2:15][CH2:14][CH2:13][O:12]2)=[C:4]([O:17][C:18]2[CH:19]=[C:20]([NH:24][C:25](=[O:28])[CH:26]=[CH2:27])[CH:21]=[CH:22][CH:23]=2)[N:3]=1.C[N:30]([C:39]1[CH:44]=[CH:43][C:42]([N+:45]([O-])=O)=[CH:41][CH:40]=1)[C@H:31]1[CH2:35][CH2:34][N:33]([C:36](=O)[CH3:37])[CH2:32]1.[C:48]([O-])([O-])=[O:49].[K+].[K+].C1(P(C2CCCCC2)C2C=CC=CC=2C2C(C(C)C)=CC(C(C)C)=CC=2C(C)C)CCCCC1, predict the reaction product. The product is: [CH3:48][O:49][CH2:37][CH2:36][N:33]1[CH2:32][CH2:31][N:30]([C:39]2[CH:40]=[CH:41][C:42]([NH:45][C:2]3[N:10]=[C:9]4[C:5]([N:6]=[CH:7][N:8]4[CH:11]4[CH2:16][CH2:15][CH2:14][CH2:13][O:12]4)=[C:4]([O:17][C:18]4[CH:19]=[C:20]([NH:24][C:25](=[O:28])[CH:26]=[CH2:27])[CH:21]=[CH:22][CH:23]=4)[N:3]=3)=[CH:43][CH:44]=2)[CH2:35][CH2:34]1. (9) Given the reactants [CH:1]([C:3]1[CH:16]=[CH:15][C:6]([CH:7]=[C:8]2[S:12][C:11](=[O:13])[NH:10][C:9]2=[O:14])=[CH:5][CH:4]=1)=O.[Cl:17][C:18]1[CH:19]=[C:20]([C:26]([F:29])([F:28])[F:27])[C:21]([NH2:25])=[C:22]([NH2:24])[CH:23]=1, predict the reaction product. The product is: [Cl:17][C:18]1[CH:19]=[C:20]([C:26]([F:27])([F:28])[F:29])[C:21]2[NH:25][C:1]([C:3]3[CH:16]=[CH:15][C:6]([CH:7]=[C:8]4[S:12][C:11](=[O:13])[NH:10][C:9]4=[O:14])=[CH:5][CH:4]=3)=[N:24][C:22]=2[CH:23]=1.